From a dataset of Peptide-MHC class II binding affinity with 134,281 pairs from IEDB. Regression. Given a peptide amino acid sequence and an MHC pseudo amino acid sequence, predict their binding affinity value. This is MHC class II binding data. (1) The peptide sequence is GWLQIVDKIDAAFKI. The MHC is DRB1_1201 with pseudo-sequence DRB1_1201. The binding affinity (normalized) is 0.679. (2) The peptide sequence is AAFSKLPASTIDELK. The MHC is DRB1_0405 with pseudo-sequence DRB1_0405. The binding affinity (normalized) is 0.157.